Dataset: Forward reaction prediction with 1.9M reactions from USPTO patents (1976-2016). Task: Predict the product of the given reaction. (1) Given the reactants C([O:8][C:9]1[CH:22]=[C:21]([CH2:23][CH3:24])[CH:20]=[CH:19][C:10]=1[O:11][C:12]1[CH:17]=[CH:16][CH:15]=[C:14]([F:18])[N:13]=1)C1C=CC=CC=1, predict the reaction product. The product is: [CH2:23]([C:21]1[CH:20]=[CH:19][C:10]([O:11][C:12]2[CH:17]=[CH:16][CH:15]=[C:14]([F:18])[N:13]=2)=[C:9]([OH:8])[CH:22]=1)[CH3:24]. (2) Given the reactants [NH2:1][C:2]1[C:10]([Cl:11])=[CH:9][C:8]([Cl:12])=[CH:7][C:3]=1[C:4](O)=[O:5].[NH2:13][C:14](N)=[O:15], predict the reaction product. The product is: [Cl:12][C:8]1[CH:7]=[C:3]2[C:2](=[C:10]([Cl:11])[CH:9]=1)[NH:1][C:14](=[O:15])[NH:13][C:4]2=[O:5]. (3) Given the reactants [OH:1][C:2]1[CH:7]=[CH:6][C:5]([C:8]2[CH:13]=[CH:12][CH:11]=[C:10]([NH:14][C@H:15]([C:23]([O:25][CH3:26])=[O:24])[CH2:16][C:17]3[CH:22]=[CH:21][CH:20]=[CH:19][CH:18]=3)[CH:9]=2)=[CH:4][CH:3]=1.[CH3:27][O:28][C:29]1[CH:30]=[C:31]([CH:34]=[CH:35][CH:36]=1)[CH2:32]Br.C(=O)([O-])[O-].[K+].[K+], predict the reaction product. The product is: [CH3:27][O:28][C:29]1[CH:30]=[C:31]([CH:34]=[CH:35][CH:36]=1)[CH2:32][O:1][C:2]1[CH:3]=[CH:4][C:5]([C:8]2[CH:13]=[CH:12][CH:11]=[C:10]([NH:14][C@H:15]([C:23]([O:25][CH3:26])=[O:24])[CH2:16][C:17]3[CH:18]=[CH:19][CH:20]=[CH:21][CH:22]=3)[CH:9]=2)=[CH:6][CH:7]=1. (4) Given the reactants I[C:2]1[C:10]2[C:5](=[CH:6][CH:7]=[C:8]([NH:11][S:12]([C:15]3[CH:20]=[CH:19][CH:18]=[CH:17][C:16]=3[S:21]([CH3:24])(=[O:23])=[O:22])(=[O:14])=[O:13])[CH:9]=2)[N:4](C(OC(C)(C)C)=O)[N:3]=1.C(OC([N:39]1[C:47]2[C:42](=[CH:43][CH:44]=[CH:45][CH:46]=2)[CH:41]=[C:40]1B(O)O)=O)(C)(C)C.C(=O)([O-])O.[Na+], predict the reaction product. The product is: [NH:39]1[C:47]2[C:42](=[CH:43][CH:44]=[CH:45][CH:46]=2)[CH:41]=[C:40]1[C:2]1[C:10]2[C:5](=[CH:6][CH:7]=[C:8]([NH:11][S:12]([C:15]3[CH:20]=[CH:19][CH:18]=[CH:17][C:16]=3[S:21]([CH3:24])(=[O:23])=[O:22])(=[O:13])=[O:14])[CH:9]=2)[NH:4][N:3]=1. (5) The product is: [ClH:43].[ClH:43].[CH3:31][N:28]1[CH2:27][CH2:26][C:21]2[N:22]([CH3:25])[C:23]3[CH:24]=[C:16]([N:13]4[CH:14]=[CH:15][C:10]([O:9][CH2:8][C:5]5[CH:4]=[CH:3][C:2]([F:1])=[CH:7][N:6]=5)=[CH:11][C:12]4=[O:30])[CH:17]=[CH:18][C:19]=3[C:20]=2[CH2:29]1. Given the reactants [F:1][C:2]1[CH:3]=[CH:4][C:5]([CH2:8][O:9][C:10]2[CH:15]=[CH:14][N:13]([C:16]3[CH:17]=[CH:18][C:19]4[C:20]5[CH2:29][NH:28][CH2:27][CH2:26][C:21]=5[N:22]([CH3:25])[C:23]=4[CH:24]=3)[C:12](=[O:30])[CH:11]=2)=[N:6][CH:7]=1.[C:31]1(N)C(F)=C(F)C(F)=C(N)C=1F.[ClH:43].Cl, predict the reaction product. (6) Given the reactants [Br:1][C:2]1[CH:13]=[N:12][C:5]2=[N:6][C:7](Cl)=[C:8]([Cl:10])[N:9]=[C:4]2[CH:3]=1.[CH3:14][N:15]1[CH2:22][CH:21]2[CH:17]([CH2:18][NH:19][CH2:20]2)[CH2:16]1, predict the reaction product. The product is: [Br:1][C:2]1[CH:13]=[N:12][C:5]2=[N:6][C:7]([N:19]3[CH2:20][CH:21]4[CH:17]([CH2:16][N:15]([CH3:14])[CH2:22]4)[CH2:18]3)=[C:8]([Cl:10])[N:9]=[C:4]2[CH:3]=1.